Dataset: Forward reaction prediction with 1.9M reactions from USPTO patents (1976-2016). Task: Predict the product of the given reaction. (1) Given the reactants ClC[C:3]([O:5][CH2:6]C)=[O:4].C(=O)([O-])[O-].[K+].[K+].[O:14]=[C:15]([N:36]1[CH2:41][CH2:40][N:39]2[C:42]([C:46]([F:49])([F:48])[F:47])=[N:43][C:44](Br)=[C:38]2[CH2:37]1)[CH2:16][C@H:17]([NH:28][C:29](=[O:35])[O:30][C:31]([CH3:34])([CH3:33])[CH3:32])[CH2:18][C:19]1[CH:24]=[C:23]([F:25])[C:22]([F:26])=[CH:21][C:20]=1[F:27], predict the reaction product. The product is: [C:31]([O:30][C:29]([NH:28][C@H:17]([CH2:18][C:19]1[CH:24]=[C:23]([F:25])[C:22]([F:26])=[CH:21][C:20]=1[F:27])[CH2:16][C:15]([N:36]1[CH2:41][CH2:40][N:39]2[C:42]([C:46]([F:49])([F:48])[F:47])=[N:43][C:44]([C:3]([O:5][CH3:6])=[O:4])=[C:38]2[CH2:37]1)=[O:14])=[O:35])([CH3:34])([CH3:33])[CH3:32]. (2) Given the reactants C(Cl)(=O)[CH2:2][CH2:3][CH2:4][CH2:5][CH2:6][CH3:7].[Cl-].F[C:12]1[CH:17]=[CH:16][CH:15]=[CH:14][C:13]=1[CH2:18][N+:19]1[CH2:28][CH2:27][C:26]2[C:21](=[CH:22][C:23]([O:31][CH3:32])=[C:24]([O:29][CH3:30])[CH:25]=2)[CH:20]=1, predict the reaction product. The product is: [CH2:7]([CH:20]1[C:21]2[C:26](=[CH:25][C:24]([O:29][CH3:30])=[C:23]([O:31][CH3:32])[CH:22]=2)[CH2:27][CH2:28][N:19]1[CH2:18][C:13]1[CH:14]=[CH:15][C:16]([C:13]([CH3:18])([CH3:14])[CH3:12])=[CH:17][CH:12]=1)[CH2:6][CH2:5][CH2:4][CH2:3][CH3:2]. (3) The product is: [F:1][C:2]1[C:3]([OH:32])=[C:4]2[C:9](=[CH:10][CH:11]=1)[CH:8]([NH:12][C:13]1[CH:22]=[CH:21][CH:20]=[C:19]3[C:14]=1[CH:15]=[N:16][N:17]([CH3:24])[C:18]3=[O:23])[C:7]([OH:29])([C:25]([F:28])([F:26])[F:27])[CH2:6][C:5]2([CH3:30])[CH3:31]. Given the reactants [F:1][C:2]1[C:3]([O:32]C)=[C:4]2[C:9](=[CH:10][CH:11]=1)[CH:8]([NH:12][C:13]1[CH:22]=[CH:21][CH:20]=[C:19]3[C:14]=1[CH:15]=[N:16][N:17]([CH3:24])[C:18]3=[O:23])[C:7]([OH:29])([C:25]([F:28])([F:27])[F:26])[CH2:6][C:5]2([CH3:31])[CH3:30].B(Br)(Br)Br, predict the reaction product. (4) Given the reactants Cl.[C:2]1([C@H:8]2[C@@H:12]([C:13]3[CH:18]=[CH:17][CH:16]=[CH:15][CH:14]=3)[NH:11][C:10]([NH:19][CH2:20][C:21]3[CH:26]=[CH:25][C:24]([F:27])=[CH:23][CH:22]=3)=[N:9]2)[CH:7]=[CH:6][CH:5]=[CH:4][CH:3]=1.C(N(CC)CC)C.Cl[C:36]([O:38][C:39]1[CH:44]=[CH:43][CH:42]=[CH:41][CH:40]=1)=[O:37], predict the reaction product. The product is: [C:39]1([O:38][C:36]([N:9]2[C@H:8]([C:2]3[CH:3]=[CH:4][CH:5]=[CH:6][CH:7]=3)[C@H:12]([C:13]3[CH:18]=[CH:17][CH:16]=[CH:15][CH:14]=3)[N:11]=[C:10]2[NH:19][CH2:20][C:21]2[CH:22]=[CH:23][C:24]([F:27])=[CH:25][CH:26]=2)=[O:37])[CH:44]=[CH:43][CH:42]=[CH:41][CH:40]=1. (5) Given the reactants [NH2:1][C:2]1[CH:7]=[CH:6][CH:5]=[CH:4][N:3]=1.C([O:10][C:11](=O)[CH2:12][C:13]([CH2:15][Cl:16])=O)C, predict the reaction product. The product is: [Cl:16][CH2:15][C:13]1[N:1]=[C:2]2[CH:7]=[CH:6][CH:5]=[CH:4][N:3]2[C:11](=[O:10])[CH:12]=1. (6) Given the reactants [OH-].[Na+:2].O.[OH:4][C:5]1[C:14]2[N:13]=[CH:12][CH:11]=[CH:10][C:9]=2[C:8]([S:15]([OH:18])(=[O:17])=[O:16])=[CH:7][CH:6]=1.[CH2:19](Cl)[C:20]1[CH:25]=[CH:24][CH:23]=[CH:22][CH:21]=1, predict the reaction product. The product is: [CH2:19]([O:4][C:5]1[C:14]2[N:13]=[CH:12][CH:11]=[CH:10][C:9]=2[C:8]([S:15]([O-:18])(=[O:17])=[O:16])=[CH:7][CH:6]=1)[C:20]1[CH:25]=[CH:24][CH:23]=[CH:22][CH:21]=1.[Na+:2]. (7) Given the reactants [CH3:1][CH:2]1[CH2:7][CH2:6][CH2:5][CH:4]([OH:8])[CH2:3]1.[CH3:9][S:10](Cl)(=[O:12])=[O:11].O, predict the reaction product. The product is: [CH3:9][S:10]([O:8][CH:4]1[CH2:5][CH2:6][CH2:7][CH:2]([CH3:1])[CH2:3]1)(=[O:12])=[O:11]. (8) Given the reactants [CH3:1][C:2]1[N:11]([CH:12]2[CH2:17][CH2:16][N:15](C(=O)C)[CH2:14][CH2:13]2)[C:5]2[CH:6]=[N:7][C:8]([CH3:10])=[CH:9][C:4]=2[N:3]=1.Cl, predict the reaction product. The product is: [CH3:1][C:2]1[N:11]([CH:12]2[CH2:17][CH2:16][NH:15][CH2:14][CH2:13]2)[C:5]2[CH:6]=[N:7][C:8]([CH3:10])=[CH:9][C:4]=2[N:3]=1. (9) Given the reactants [Cl:1][C:2]1[CH:9]=[CH:8][CH:7]=[CH:6][C:3]=1[CH:4]=[O:5].[CH3:10][O:11][C:12]1[CH:18]=[CH:17][C:15]([NH2:16])=[CH:14][C:13]=1[C:19]1[CH:24]=[CH:23][CH:22]=[CH:21][CH:20]=1, predict the reaction product. The product is: [NH2:16][C:15]1[CH:14]=[C:13]([C:19]2[CH:24]=[CH:23][CH:22]=[CH:21][CH:20]=2)[C:12]([O:11][CH3:10])=[CH:18][C:17]=1[C:4]([C:3]1[CH:6]=[CH:7][CH:8]=[CH:9][C:2]=1[Cl:1])=[O:5].